Dataset: Reaction yield outcomes from USPTO patents with 853,638 reactions. Task: Predict the reaction yield, written as a fraction of the theoretical maximum amount of product (1.0 means a 100% yield; for example, 0.34 means a 34% yield). The reactants are C(OC([NH:8][CH:9]1[CH2:14][CH2:13][CH:12]([N:15]2[C:20](=[O:21])[C:19]3[CH:22]=[C:23]([F:26])[CH:24]=[N:25][C:18]=3[N:17]([CH2:27][C:28]3[CH:33]=[CH:32][C:31]([F:34])=[CH:30][CH:29]=3)[C:16]2=[O:35])[CH2:11][CH2:10]1)=O)(C)(C)C.Cl.C(OCC)C. The catalyst is O1CCOCC1. The product is [NH2:8][CH:9]1[CH2:14][CH2:13][CH:12]([N:15]2[C:20](=[O:21])[C:19]3[CH:22]=[C:23]([F:26])[CH:24]=[N:25][C:18]=3[N:17]([CH2:27][C:28]3[CH:29]=[CH:30][C:31]([F:34])=[CH:32][CH:33]=3)[C:16]2=[O:35])[CH2:11][CH2:10]1. The yield is 0.880.